This data is from CYP3A4 inhibition data for predicting drug metabolism from PubChem BioAssay. The task is: Regression/Classification. Given a drug SMILES string, predict its absorption, distribution, metabolism, or excretion properties. Task type varies by dataset: regression for continuous measurements (e.g., permeability, clearance, half-life) or binary classification for categorical outcomes (e.g., BBB penetration, CYP inhibition). Dataset: cyp3a4_veith. The molecule is COc1ccc(Oc2ncc3nc(-c4ccc(OC)cc4)c(=O)n(CCC#N)c3n2)cc1. The result is 1 (inhibitor).